Dataset: Reaction yield outcomes from USPTO patents with 853,638 reactions. Task: Predict the reaction yield, written as a fraction of the theoretical maximum amount of product (1.0 means a 100% yield; for example, 0.34 means a 34% yield). (1) The reactants are C([O-])(O)=[O:2].[Na+].[OH:6][CH2:7][C@@H:8]1[O:13][CH2:12][CH2:11][N:10]([C:14]([O:16][C:17]([CH3:20])([CH3:19])[CH3:18])=[O:15])[CH2:9]1.[Na+].[Br-].ClN1C(=O)N(Cl)C(=O)N(Cl)C1=O. The catalyst is CC(C)=O.CC1(C)N([O])C(C)(C)CCC1.CC(O)C. The product is [C:17]([O:16][C:14]([N:10]1[CH2:11][CH2:12][O:13][C@@H:8]([C:7]([OH:2])=[O:6])[CH2:9]1)=[O:15])([CH3:20])([CH3:19])[CH3:18]. The yield is 0.920. (2) The reactants are [CH3:1][N:2]1[C@@H:19]2[CH2:20][C:7]3[CH:8]=[CH:9][C:10]([O:22][CH3:23])=[C:11]4[O:12][C@H:13]5[C:14]([CH2:16][CH2:17][C@:18]2([OH:21])[C@:5]5([C:6]=34)[CH2:4][CH2:3]1)=[O:15].Cl. The catalyst is C(Cl)(Cl)Cl. The product is [CH3:1][N:2]1[C@@H:19]2[CH2:20][C:7]3[CH:8]=[CH:9][C:10]([O:22][CH3:23])=[C:11]4[O:12][C@H:13]5[C:14]([CH2:16][CH2:17][C@:18]2([OH:21])[C@:5]5([C:6]=34)[CH2:4][CH2:3]1)=[O:15]. The yield is 0.930. (3) The yield is 0.990. The reactants are F[C:2]1[CH:7]=[CH:6][C:5]([N+:8]([O-:10])=[O:9])=[CH:4][CH:3]=1.[CH3:11][C@H:12]1[O:17][C@@H:16]([CH3:18])[CH2:15][NH:14][CH2:13]1.C(=O)([O-])[O-].[K+].[K+]. The catalyst is C(#N)C. The product is [CH3:18][C@H:16]1[O:17][C@@H:12]([CH3:11])[CH2:13][N:14]([C:2]2[CH:7]=[CH:6][C:5]([N+:8]([O-:10])=[O:9])=[CH:4][CH:3]=2)[CH2:15]1. (4) The reactants are [NH2:1][C:2]1[CH:7]=[CH:6][CH:5]=[CH:4][CH:3]=1.[C:8](O[C:8]([C:10]([F:13])([F:12])[F:11])=[O:9])([C:10]([F:13])([F:12])[F:11])=[O:9]. The catalyst is C(Cl)Cl. The product is [F:11][C:10]([F:13])([F:12])[C:8]([NH:1][C:2]1[CH:7]=[CH:6][CH:5]=[CH:4][CH:3]=1)=[O:9]. The yield is 0.870. (5) The reactants are [OH-].[Na+].[CH3:3][C:4]([O:7][C:8]([N:10]([CH2:12][C:13]1[CH:22]=[CH:21][C:16]([C:17]([O:19]C)=[O:18])=[C:15]([CH2:23][CH3:24])[CH:14]=1)[CH3:11])=[O:9])([CH3:6])[CH3:5]. The catalyst is CCO. The product is [CH3:6][C:4]([O:7][C:8]([N:10]([CH2:12][C:13]1[CH:22]=[CH:21][C:16]([C:17]([OH:19])=[O:18])=[C:15]([CH2:23][CH3:24])[CH:14]=1)[CH3:11])=[O:9])([CH3:3])[CH3:5]. The yield is 0.430. (6) The reactants are [NH2:1][C:2]1[C:7]([S:8][CH2:9][CH2:10][C:11]([CH3:14])([OH:13])[CH3:12])=[CH:6][C:5]([Br:15])=[CH:4][N:3]=1.CC(C)=[O:18].O.S([O-])(O[O-])(=O)=O.[K+].[K+]. The catalyst is CO. The product is [NH2:1][C:2]1[C:7]([S:8]([CH2:9][CH2:10][C:11]([CH3:12])([OH:13])[CH3:14])=[O:18])=[CH:6][C:5]([Br:15])=[CH:4][N:3]=1. The yield is 0.600. (7) The reactants are [NH2:1][C:2]1[CH:10]=[CH:9][C:8]([CH2:11][NH:12][S:13]([CH3:16])(=[O:15])=[O:14])=[CH:7][C:3]=1[C:4]([NH2:6])=[O:5].[OH:17][C:18]1[C:25]([CH3:26])=[CH:24][C:21]([CH:22]=O)=[CH:20][C:19]=1[CH3:27]. The catalyst is CCO. The product is [OH:17][C:18]1[C:25]([CH3:26])=[CH:24][C:21]([C:22]2[NH:6][C:4](=[O:5])[C:3]3[C:2](=[CH:10][CH:9]=[C:8]([CH2:11][NH:12][S:13]([CH3:16])(=[O:15])=[O:14])[CH:7]=3)[N:1]=2)=[CH:20][C:19]=1[CH3:27]. The yield is 0.570.